Dataset: Forward reaction prediction with 1.9M reactions from USPTO patents (1976-2016). Task: Predict the product of the given reaction. (1) The product is: [CH3:1][C:2]1[C:5](=[O:6])[C:4]([O:10][CH3:11])([O:8][CH3:9])[C:3]=1[C:19]1[CH:18]=[CH:17][CH:16]=[C:15]([O:14][CH3:13])[CH:20]=1. Given the reactants [CH3:1][C:2]1[C:3](=O)[C:4]([O:10][CH3:11])([O:8][CH3:9])[C:5]=1[O:6]C.[CH3:13][O:14][C:15]1[CH:16]=[C:17]([Mg]Br)[CH:18]=[CH:19][CH:20]=1.C(OC(C(F)(F)F)=O)(C(F)(F)F)=O, predict the reaction product. (2) Given the reactants [NH2:1][C:2]1[C:26]([O:27][CH3:28])=[CH:25][CH:24]=[CH:23][C:3]=1/[CH:4]=[CH:5]/[C:6]1[N:15]([C:16]2[CH:21]=[CH:20][CH:19]=[CH:18][CH:17]=2)[C:14](=[O:22])[C:13]2[C:8](=[CH:9][CH:10]=[CH:11][CH:12]=2)[N:7]=1.[CH3:29][S:30](Cl)(=[O:32])=[O:31], predict the reaction product. The product is: [CH3:28][O:27][C:26]1[CH:25]=[CH:24][CH:23]=[C:3](/[CH:4]=[CH:5]/[C:6]2[N:15]([C:16]3[CH:21]=[CH:20][CH:19]=[CH:18][CH:17]=3)[C:14](=[O:22])[C:13]3[C:8](=[CH:9][CH:10]=[CH:11][CH:12]=3)[N:7]=2)[C:2]=1[NH:1][S:30]([CH3:29])(=[O:32])=[O:31]. (3) Given the reactants Cl[C:2]1[C:7]([CH3:8])=[C:6]([O:9]C)[N:5]=[CH:4][N:3]=1.[NH2:11][C:12]1[CH:17]=[CH:16][CH:15]=[CH:14][CH:13]=1, predict the reaction product. The product is: [CH3:8][C:7]1[C:6](=[O:9])[NH:5][CH:4]=[N:3][C:2]=1[NH:11][C:12]1[CH:17]=[CH:16][CH:15]=[CH:14][CH:13]=1. (4) Given the reactants [CH2:1]([O:3][C:4](=[O:30])[CH:5]=[CH:6][C:7]1[CH:12]=[CH:11][C:10]([O:13][C:14]2[CH:19]=[C:18]([CH3:20])[CH:17]=[C:16]([O:21]CC3C=CC=CC=3)[CH:15]=2)=[CH:9][C:8]=1[CH3:29])[CH3:2], predict the reaction product. The product is: [CH2:1]([O:3][C:4](=[O:30])[CH2:5][CH2:6][C:7]1[CH:12]=[CH:11][C:10]([O:13][C:14]2[CH:19]=[C:18]([CH3:20])[CH:17]=[C:16]([OH:21])[CH:15]=2)=[CH:9][C:8]=1[CH3:29])[CH3:2]. (5) Given the reactants I[C:2]1[C:6]([C:7]2[N:11]=[CH:10][N:9]([CH2:12][O:13][CH2:14][CH2:15][Si:16]([CH3:19])([CH3:18])[CH3:17])[N:8]=2)=[CH:5][N:4]([C:20]2[C:25]([CH3:26])=[CH:24][N:23]=[C:22]([NH:27][C:28](=[O:30])[CH3:29])[CH:21]=2)[N:3]=1.[Cl:31][C:32]1[CH:37]=[C:36]([O:38][CH3:39])[CH:35]=[CH:34][C:33]=1B(O)O.P([O-])([O-])([O-])=O.[K+].[K+].[K+], predict the reaction product. The product is: [Cl:31][C:32]1[CH:37]=[C:36]([O:38][CH3:39])[CH:35]=[CH:34][C:33]=1[C:2]1[C:6]([C:7]2[N:11]=[CH:10][N:9]([CH2:12][O:13][CH2:14][CH2:15][Si:16]([CH3:19])([CH3:18])[CH3:17])[N:8]=2)=[CH:5][N:4]([C:20]2[C:25]([CH3:26])=[CH:24][N:23]=[C:22]([NH:27][C:28](=[O:30])[CH3:29])[CH:21]=2)[N:3]=1. (6) Given the reactants [F:1][C:2]1[CH:7]=[C:6]([N+:8]([O-:10])=[O:9])[C:5]([F:11])=[CH:4][C:3]=1[CH3:12].[Br:13]N1C(=O)CCC1=O, predict the reaction product. The product is: [Br:13][CH2:12][C:3]1[CH:4]=[C:5]([F:11])[C:6]([N+:8]([O-:10])=[O:9])=[CH:7][C:2]=1[F:1]. (7) The product is: [F:1][C:2]1[CH:18]=[C:17]([N+:19]([O-:21])=[O:20])[CH:16]=[CH:15][C:3]=1[O:4][C:5]1[CH:10]=[CH:9][N:8]=[C:7]2[CH:11]=[C:12]([NH:33][C:32]3[CH:34]=[CH:35][CH:36]=[C:30]([O:29][CH3:28])[CH:31]=3)[S:13][C:6]=12. Given the reactants [F:1][C:2]1[CH:18]=[C:17]([N+:19]([O-:21])=[O:20])[CH:16]=[CH:15][C:3]=1[O:4][C:5]1[CH:10]=[CH:9][N:8]=[C:7]2[CH:11]=[C:12](I)[S:13][C:6]=12.C([O-])([O-])=O.[Cs+].[Cs+].[CH3:28][O:29][C:30]1[CH:31]=[C:32]([CH:34]=[CH:35][CH:36]=1)[NH2:33].CC1(C)C2C(=C(P(C3C=CC=CC=3)C3C=CC=CC=3)C=CC=2)OC2C(P(C3C=CC=CC=3)C3C=CC=CC=3)=CC=CC1=2, predict the reaction product. (8) The product is: [F:1][C:2]1[CH:3]=[CH:4][C:5]([C:8]2([C:13]3[CH:14]=[N:15][C:16]([N:19]4[CH2:20][CH2:21][N:22]([C:25]([O:27][C:28]([CH3:30])([CH3:31])[CH3:29])=[O:26])[CH2:23][CH2:24]4)=[N:17][CH:18]=3)[CH2:9][O:12][CH2:11]2)=[CH:6][CH:7]=1. Given the reactants [F:1][C:2]1[CH:7]=[CH:6][C:5]([C:8]([C:13]2[CH:14]=[N:15][C:16]([N:19]3[CH2:24][CH2:23][N:22]([C:25]([O:27][C:28]([CH3:31])([CH3:30])[CH3:29])=[O:26])[CH2:21][CH2:20]3)=[N:17][CH:18]=2)([CH2:11][OH:12])[CH2:9]O)=[CH:4][CH:3]=1.C1(P(C2C=CC=CC=2)C2C=CC=CC=2)C=CC=CC=1.N(C(OC(C)C)=O)=NC(OC(C)C)=O, predict the reaction product. (9) Given the reactants [CH2:1]([C:3]1[C:13]([CH2:14][C:15]2[CH:20]=[CH:19][C:18]([OH:21])=[CH:17][CH:16]=2)=[C:6]2[N:7]=[C:8]([CH3:12])[CH:9]=[C:10]([CH3:11])[N:5]2[N:4]=1)[CH3:2].C([N:29]1[CH2:34][CH2:33][CH:32]([CH2:35]O)[CH2:31][CH2:30]1)(OC(C)(C)C)=O.C1(P(C2C=CC=CC=2)C2C=CC=CC=2)C=CC=CC=1.CC(OC(/N=N/C(OC(C)C)=O)=O)C.[Cl:70]CCl, predict the reaction product. The product is: [ClH:70].[CH2:1]([C:3]1[C:13]([CH2:14][C:15]2[CH:16]=[CH:17][C:18]([O:21][CH2:35][CH:32]3[CH2:33][CH2:34][NH:29][CH2:30][CH2:31]3)=[CH:19][CH:20]=2)=[C:6]2[N:7]=[C:8]([CH3:12])[CH:9]=[C:10]([CH3:11])[N:5]2[N:4]=1)[CH3:2].